This data is from Catalyst prediction with 721,799 reactions and 888 catalyst types from USPTO. The task is: Predict which catalyst facilitates the given reaction. (1) Reactant: [C:1]([O:5][C:6](=[O:27])[N:7]([CH:9]([C:25]#[N:26])[CH2:10][CH2:11][C:12]([O:23][CH3:24])([CH3:22])[CH2:13][O:14][Si:15]([C:18]([CH3:21])([CH3:20])[CH3:19])([CH3:17])[CH3:16])[CH3:8])([CH3:4])([CH3:3])[CH3:2].[NH2:28][OH:29]. Product: [Si:15]([O:14][CH2:13][C:12]([O:23][CH3:24])([CH3:22])[CH2:11][CH2:10][CH:9]([N:7]([CH3:8])[C:6](=[O:27])[O:5][C:1]([CH3:2])([CH3:3])[CH3:4])[C:25]([NH:28][OH:29])=[NH:26])([C:18]([CH3:19])([CH3:20])[CH3:21])([CH3:16])[CH3:17]. The catalyst class is: 5. (2) Reactant: [C:1]([O:5][C:6]([NH:8][C:9]1[S:10][C:11]([C:14](OCC)=[O:15])=[CH:12][N:13]=1)=[O:7])([CH3:4])([CH3:3])[CH3:2].[Li+].[B-](CC)(CC)CC. Product: [OH:15][CH2:14][C:11]1[S:10][C:9]([NH:8][C:6](=[O:7])[O:5][C:1]([CH3:3])([CH3:2])[CH3:4])=[N:13][CH:12]=1. The catalyst class is: 1. (3) Reactant: [CH:1]([N:4]1[C:8]([C:9]2[S:10][C:11]3[CH2:12][CH2:13][O:14][C:15]4[CH:22]=[C:21]([CH2:23][OH:24])[CH:20]=[CH:19][C:16]=4[C:17]=3[N:18]=2)=[N:7][CH:6]=[N:5]1)([CH3:3])[CH3:2].CC(OI1(OC(C)=O)(OC(C)=O)OC(=O)C2C=CC=CC1=2)=O. Product: [CH:1]([N:4]1[C:8]([C:9]2[S:10][C:11]3[CH2:12][CH2:13][O:14][C:15]4[CH:22]=[C:21]([CH:23]=[O:24])[CH:20]=[CH:19][C:16]=4[C:17]=3[N:18]=2)=[N:7][CH:6]=[N:5]1)([CH3:3])[CH3:2]. The catalyst class is: 2. (4) Reactant: F[C:2]1[CH:12]=[CH:11][C:5]([C:6]([O:8][CH2:9][CH3:10])=[O:7])=[CH:4][C:3]=1[C:13]1[C:14]2[CH:23]=[CH:22][N:21](S(C3C=CC(C)=CC=3)(=O)=O)[C:15]=2[C:16](=[O:20])[N:17]([CH3:19])[CH:18]=1.[C:34]1([OH:40])[CH:39]=[CH:38][CH:37]=[CH:36][CH:35]=1.C(=O)([O-])[O-].[Cs+].[Cs+]. Product: [CH3:19][N:17]1[CH:18]=[C:13]([C:3]2[CH:4]=[C:5]([CH:11]=[CH:12][C:2]=2[O:40][C:34]2[CH:39]=[CH:38][CH:37]=[CH:36][CH:35]=2)[C:6]([O:8][CH2:9][CH3:10])=[O:7])[C:14]2[CH:23]=[CH:22][NH:21][C:15]=2[C:16]1=[O:20]. The catalyst class is: 16. (5) Reactant: C(OC(=O)[NH:7][C:8]1([C:12]2[CH:17]=[CH:16][C:15]([C:18]3[C:23]([C:24]4[CH:29]=[CH:28][CH:27]=[CH:26][CH:25]=4)=[CH:22][N:21]4[N:30]=[C:31]([CH3:33])[N:32]=[C:20]4[N:19]=3)=[CH:14][CH:13]=2)[CH2:11][CH2:10][CH2:9]1)(C)(C)C.Cl. Product: [CH3:33][C:31]1[N:32]=[C:20]2[N:19]=[C:18]([C:15]3[CH:16]=[CH:17][C:12]([C:8]4([NH2:7])[CH2:11][CH2:10][CH2:9]4)=[CH:13][CH:14]=3)[C:23]([C:24]3[CH:25]=[CH:26][CH:27]=[CH:28][CH:29]=3)=[CH:22][N:21]2[N:30]=1. The catalyst class is: 12.